This data is from Catalyst prediction with 721,799 reactions and 888 catalyst types from USPTO. The task is: Predict which catalyst facilitates the given reaction. (1) Reactant: CC(C)([O-])C.[K+].[C:7]1([C:13]2[N:14]=[CH:15][NH:16][CH:17]=2)[CH:12]=[CH:11][CH:10]=[CH:9][CH:8]=1.[CH2:18](Br)[CH:19]=[CH2:20].C(N(CC)CC)C.[C:29]1([CH3:38])[CH:34]=[CH:33][C:32]([C:35](Cl)=[O:36])=[CH:31][CH:30]=1. Product: [CH2:18]([N:16]1[CH:17]=[C:13]([C:7]2[CH:8]=[CH:9][CH:10]=[CH:11][CH:12]=2)[N:14]=[C:15]1[C:35]([C:32]1[CH:33]=[CH:34][C:29]([CH3:38])=[CH:30][CH:31]=1)=[O:36])[CH:19]=[CH2:20]. The catalyst class is: 18. (2) Reactant: [H-].[Na+].[CH2:3]([OH:8])[CH2:4][CH:5]([OH:7])[CH3:6].[C:9]([Si:13]([C:21]1[CH:26]=[CH:25][CH:24]=[CH:23][CH:22]=1)([C:15]1[CH:20]=[CH:19][CH:18]=[CH:17][CH:16]=1)Cl)([CH3:12])([CH3:11])[CH3:10].O. Product: [Si:13]([O:8][CH2:3][CH2:4][CH:5]([OH:7])[CH3:6])([C:9]([CH3:12])([CH3:11])[CH3:10])([C:21]1[CH:22]=[CH:23][CH:24]=[CH:25][CH:26]=1)[C:15]1[CH:20]=[CH:19][CH:18]=[CH:17][CH:16]=1. The catalyst class is: 54.